From a dataset of Forward reaction prediction with 1.9M reactions from USPTO patents (1976-2016). Predict the product of the given reaction. (1) Given the reactants [C:1]([C:3]1([N:21]2[CH2:24][C:23]([F:26])([F:25])[CH2:22]2)[CH2:20][CH2:19][C:6]2([CH2:11][CH2:10][N:9]([C:12]([O:14][C:15]([CH3:18])([CH3:17])[CH3:16])=[O:13])[CH2:8][CH2:7]2)[CH2:5][CH2:4]1)#N.[C:27]1([Mg]Br)[CH:32]=[CH:31]C=[CH:29][CH:28]=1, predict the reaction product. The product is: [F:25][C:23]1([F:26])[CH2:24][N:21]([C:3]2([C:1]3[CH:31]=[CH:32][CH:27]=[CH:28][CH:29]=3)[CH2:4][CH2:5][C:6]3([CH2:11][CH2:10][N:9]([C:12]([O:14][C:15]([CH3:17])([CH3:18])[CH3:16])=[O:13])[CH2:8][CH2:7]3)[CH2:19][CH2:20]2)[CH2:22]1. (2) Given the reactants O(P(O[C:18]1[N:19]([C:24]([O:26][C:27]([CH3:30])([CH3:29])[CH3:28])=[O:25])[CH2:20][CH2:21][O:22][CH:23]=1)(OC1C=CC=CC=1)=O)C1C=CC=CC=1.[C:31]1(B(O)O)[CH:36]=[CH:35][CH:34]=[CH:33][CH:32]=1, predict the reaction product. The product is: [C:31]1([C:18]2[N:19]([C:24]([O:26][C:27]([CH3:28])([CH3:29])[CH3:30])=[O:25])[CH2:20][CH2:21][O:22][CH:23]=2)[CH:36]=[CH:35][CH:34]=[CH:33][CH:32]=1. (3) Given the reactants [C:1]([N:4]1[CH:17]([CH2:18][C:19]([OH:21])=O)[C:16]2[C:11](=[CH:12][CH:13]=[CH:14][CH:15]=2)[C:10]2[CH:9]=[CH:8][CH:7]=[CH:6][C:5]1=2)(=[O:3])[CH3:2].C(Cl)CCl.C(N(C(C)C)C(C)C)C.[NH:35]1[CH2:40][CH2:39][O:38][CH2:37][CH2:36]1.C(O)(=O)CC(CC(O)=O)(C(O)=O)O, predict the reaction product. The product is: [C:1]([N:4]1[CH:17]([CH2:18][C:19]([N:35]2[CH2:40][CH2:39][O:38][CH2:37][CH2:36]2)=[O:21])[C:16]2[C:11](=[CH:12][CH:13]=[CH:14][CH:15]=2)[C:10]2[CH:9]=[CH:8][CH:7]=[CH:6][C:5]1=2)(=[O:3])[CH3:2]. (4) The product is: [OH:17][C:7]1[C:6](=[O:14])[NH:5][C:3]([CH3:4])=[N:2][C:8]=1[C:9]([O:11][CH3:12])=[O:10]. Given the reactants O/[N:2]=[C:3](/[NH2:5])\[CH3:4].[C:6]([O:14]C)(=O)[C:7]#[C:8][C:9]([O:11][CH3:12])=[O:10].C[OH:17], predict the reaction product.